This data is from Full USPTO retrosynthesis dataset with 1.9M reactions from patents (1976-2016). The task is: Predict the reactants needed to synthesize the given product. Given the product [C:13]([C:5]1[CH:4]=[N:3][C:2]([NH2:1])=[N:7][CH:6]=1)#[CH:14], predict the reactants needed to synthesize it. The reactants are: [NH2:1][C:2]1[N:7]=[CH:6][C:5](I)=[CH:4][N:3]=1.C[Si]([C:13]#[CH:14])(C)C.